Dataset: Full USPTO retrosynthesis dataset with 1.9M reactions from patents (1976-2016). Task: Predict the reactants needed to synthesize the given product. (1) Given the product [Cl:1][C:2]1[N:3]=[C:4]2[N:8]([C:9]=1[C:15](=[O:17])[CH3:16])[CH:7]=[CH:6][S:5]2, predict the reactants needed to synthesize it. The reactants are: [Cl:1][C:2]1[N:3]=[C:4]2[N:8]([CH:9]=1)[CH:7]=[CH:6][S:5]2.S(=O)(=O)(O)O.[C:15](OC(=O)C)(=[O:17])[CH3:16]. (2) Given the product [N+:15]([C:14]1[C:4]([N+:1]([O-:3])=[O:2])=[CH:5][C:6]2[CH:7]3[CH2:18][CH:11]([CH2:10][NH:9][CH2:8]3)[C:12]=2[CH:13]=1)([O-:17])=[O:16], predict the reactants needed to synthesize it. The reactants are: [N+:1]([C:4]1[C:14]([N+:15]([O-:17])=[O:16])=[CH:13][C:12]2[CH:11]3[CH2:18][CH:7]([CH2:8][N:9](C(=O)C(F)(F)F)[CH2:10]3)[C:6]=2[CH:5]=1)([O-:3])=[O:2].C([O-])([O-])=O.[Na+].[Na+].O.CO.C(Cl)Cl. (3) Given the product [CH3:17][N:8]1[C:7](=[O:18])[C:6]2[C:11](=[C:2]([C:26]3[NH:25][C:24]4[C@@H:20]([CH3:19])[NH:21][C:22](=[O:37])[C:23]=4[CH:27]=3)[CH:3]=[CH:4][CH:5]=2)[N:10]=[C:9]1[NH:12][C:13]1([CH3:16])[CH2:15][CH2:14]1, predict the reactants needed to synthesize it. The reactants are: I[C:2]1[CH:3]=[CH:4][CH:5]=[C:6]2[C:11]=1[N:10]=[C:9]([NH:12][C:13]1([CH3:16])[CH2:15][CH2:14]1)[N:8]([CH3:17])[C:7]2=[O:18].[CH3:19][C@@H:20]1[C:24]2[NH:25][C:26](B3OC(C)(C)C(C)(C)O3)=[CH:27][C:23]=2[C:22](=[O:37])[NH:21]1. (4) Given the product [Cl:1][C:2]1[CH:9]=[CH:8][C:5]([CH:6]([C:11]2[CH:16]=[CH:15][CH:14]=[CH:13][CH:12]=2)[NH2:7])=[CH:4][C:3]=1[CH3:10], predict the reactants needed to synthesize it. The reactants are: [Cl:1][C:2]1[CH:9]=[CH:8][C:5]([C:6]#[N:7])=[CH:4][C:3]=1[CH3:10].[C:11]1([Mg]Br)[CH:16]=[CH:15][CH:14]=[CH:13][CH:12]=1. (5) Given the product [NH2:27][C:25]1[S:26][C:22]([C:19]2[CH:20]=[CH:21][C:16]([CH:14]([OH:13])[CH3:15])=[CH:17][CH:18]=2)=[CH:23][C:24]=1[C:30]([NH2:32])=[O:31], predict the reactants needed to synthesize it. The reactants are: BrC1SC([N+]([O-])=O)=C(C(N)=O)C=1.[OH:13][CH:14]([C:16]1[CH:21]=[CH:20][C:19]([C:22]2[S:26][C:25]([N+:27]([O-])=O)=[C:24]([C:30]([NH2:32])=[O:31])[CH:23]=2)=[CH:18][CH:17]=1)[CH3:15].